Dataset: Full USPTO retrosynthesis dataset with 1.9M reactions from patents (1976-2016). Task: Predict the reactants needed to synthesize the given product. (1) Given the product [NH:8]1[CH2:12][CH2:11][CH:10]([C:13]2[N:18]=[CH:17][C:16]([NH:19][S:20]([C:23]3[CH:24]=[CH:25][C:26]([CH:29]([CH3:31])[CH3:30])=[CH:27][CH:28]=3)(=[O:22])=[O:21])=[CH:15][CH:14]=2)[CH2:9]1, predict the reactants needed to synthesize it. The reactants are: C([N:8]1[CH2:12][CH2:11][CH:10]([C:13]2[N:18]=[CH:17][C:16]([NH:19][S:20]([C:23]3[CH:28]=[CH:27][C:26]([CH:29]([CH3:31])[CH3:30])=[CH:25][CH:24]=3)(=[O:22])=[O:21])=[CH:15][CH:14]=2)[CH2:9]1)C1C=CC=CC=1. (2) Given the product [NH2:42][C@@H:21]1[C:20](=[O:50])[N:19]2[C@@H:22]1[S:23][CH2:24][C:25]([CH2:26][Cl:1])=[C:18]2[C:16]([OH:15])=[O:17], predict the reactants needed to synthesize it. The reactants are: [ClH:1].C([O:15][C:16]([C:18]1[N:19]2[C@H:22]([S:23][CH2:24][C:25]=1[CH2:26]SCCNC1C3C(=CC(Cl)=CC=3)N=CC=1)[C@H:21]([NH:42]C(OC(C)(C)C)=O)[C:20]2=[O:50])=[O:17])(C1C=CC=CC=1)C1C=CC=CC=1. (3) Given the product [CH3:42][O:41][C:37]1[CH:36]=[C:35]2[C:40]([C@@H:31]([CH2:30][CH2:29][CH2:28][CH2:27][CH2:26][CH2:25][CH2:24][CH2:23][C:8]([CH2:7][CH2:6][CH2:5][C:4]([F:21])([F:3])[C:17]([F:18])([F:19])[F:20])([C:9]([O:11][CH3:12])=[O:10])[C:13]([O:15][CH3:16])=[O:14])[C@:32]([C:44]3[CH:45]=[CH:46][C:47]([O:50][CH3:51])=[CH:48][CH:49]=3)([CH3:43])[CH2:33][S:34]2)=[CH:39][CH:38]=1, predict the reactants needed to synthesize it. The reactants are: [H-].[Na+].[F:3][C:4]([F:21])([C:17]([F:20])([F:19])[F:18])[CH2:5][CH2:6][CH2:7][CH:8]([C:13]([O:15][CH3:16])=[O:14])[C:9]([O:11][CH3:12])=[O:10].I[CH2:23][CH2:24][CH2:25][CH2:26][CH2:27][CH2:28][CH2:29][CH2:30][C@@H:31]1[C:40]2[C:35](=[CH:36][C:37]([O:41][CH3:42])=[CH:38][CH:39]=2)[S:34][CH2:33][C@@:32]1([C:44]1[CH:49]=[CH:48][C:47]([O:50][CH3:51])=[CH:46][CH:45]=1)[CH3:43].O. (4) The reactants are: [Cl:1][C:2]1[N:7]=[N:6][C:5]([NH:8][NH2:9])=[CH:4][C:3]=1[C:10]1[CH:15]=[CH:14][C:13]([Cl:16])=[CH:12][CH:11]=1.[C:17](N1C=CN=C1)(N1C=CN=C1)=[O:18].ClC1C=CC=CC=1C1C(C2C=CC(Cl)=CC=2)=CC2N(C(=O)NN=2)N=1. Given the product [Cl:1][C:2]1[C:3]([C:10]2[CH:11]=[CH:12][C:13]([Cl:16])=[CH:14][CH:15]=2)=[CH:4][C:5]2[N:6]([C:17](=[O:18])[NH:9][N:8]=2)[N:7]=1, predict the reactants needed to synthesize it. (5) Given the product [NH2:19][CH:15]1[CH2:16][CH2:17][CH2:18][CH:13]([CH2:12][N:3]2[C:2](=[O:1])[C:10]3[C:5](=[CH:6][CH:7]=[CH:8][CH:9]=3)[C:4]2=[O:11])[CH2:14]1, predict the reactants needed to synthesize it. The reactants are: [O:1]=[C:2]1[C:10]2[C:5](=[CH:6][CH:7]=[CH:8][CH:9]=2)[C:4](=[O:11])[N:3]1[CH2:12][CH:13]1[CH2:18][CH2:17][CH2:16][CH:15]([NH:19]C(=O)OC(C)(C)C)[CH2:14]1.C(O)(C(F)(F)F)=O. (6) Given the product [O:39]1[CH:40]=[CH:41][C:37]([C@H:16]([C:17]2[CH:22]=[CH:21][C:20]([O:23][CH2:24][CH2:25][O:26][C:27]3[CH:32]=[CH:31][C:30]([C:33]([F:35])([F:34])[F:36])=[CH:29][CH:28]=3)=[CH:19][CH:18]=2)[CH2:15][C:14]([OH:42])=[O:43])=[N:38]1, predict the reactants needed to synthesize it. The reactants are: C([C@H]1COC(=O)N1[C:14](=[O:42])[CH2:15][C@H:16]([C:37]1[CH:41]=[CH:40][O:39][N:38]=1)[C:17]1[CH:22]=[CH:21][C:20]([O:23][CH2:24][CH2:25][O:26][C:27]2[CH:32]=[CH:31][C:30]([C:33]([F:36])([F:35])[F:34])=[CH:29][CH:28]=2)=[CH:19][CH:18]=1)C1C=CC=CC=1.[OH:43]O.[OH-].[Li+].Cl. (7) Given the product [Br:12][C:13]1[CH:14]=[C:15]2[C:20](=[CH:21][CH:22]=1)[CH:19]=[C:18]([CH:23]=[O:24])[CH:17]=[CH:16]2, predict the reactants needed to synthesize it. The reactants are: [Cr](Cl)([O-])(=O)=O.[NH+]1C=CC=CC=1.[Br:12][C:13]1[CH:14]=[C:15]2[C:20](=[CH:21][CH:22]=1)[CH:19]=[C:18]([CH2:23][OH:24])[CH:17]=[CH:16]2. (8) Given the product [CH2:1]([O:4][C:5]1[CH:6]=[C:7]([CH:17]=[C:18]([O:20][CH3:21])[CH:19]=1)[O:8][C:9]1[CH:16]=[CH:15][C:12]([CH2:13][NH:25][C:24]2[CH:26]=[CH:27][CH:28]=[C:29]([N+:30]([O-:32])=[O:31])[C:23]=2[CH3:22])=[CH:11][CH:10]=1)[CH:2]=[CH2:3], predict the reactants needed to synthesize it. The reactants are: [CH2:1]([O:4][C:5]1[CH:6]=[C:7]([CH:17]=[C:18]([O:20][CH3:21])[CH:19]=1)[O:8][C:9]1[CH:16]=[CH:15][C:12]([CH:13]=O)=[CH:11][CH:10]=1)[CH:2]=[CH2:3].[CH3:22][C:23]1[C:29]([N+:30]([O-:32])=[O:31])=[CH:28][CH:27]=[CH:26][C:24]=1[NH2:25].